From a dataset of Reaction yield outcomes from USPTO patents with 853,638 reactions. Predict the reaction yield, written as a fraction of the theoretical maximum amount of product (1.0 means a 100% yield; for example, 0.34 means a 34% yield). (1) The reactants are Cl.[CH3:2][O:3][C:4](=[O:7])[CH2:5][NH2:6].C(N(C(C)C)CC)(C)C.C1OCCOCCOCCOCCOCCOC1.[F-].[K+].F[C:38]1[CH:43]=[CH:42][CH:41]=[CH:40][C:39]=1[N+:44]([O-:46])=[O:45].S([O-])(O)(=O)=O.[K+]. The catalyst is C(#N)C.C(OCC)(=O)C. The product is [CH3:2][O:3][C:4](=[O:7])[CH2:5][NH:6][C:38]1[CH:43]=[CH:42][CH:41]=[CH:40][C:39]=1[N+:44]([O-:46])=[O:45]. The yield is 0.850. (2) The reactants are [Br:1][C:2]1[CH:7]=[C:6]([N+:8]([O-:10])=[O:9])[C:5]([CH3:11])=[CH:4][C:3]=1Br.[F:13][C:14]1[CH:19]=[C:18]([F:20])[CH:17]=[CH:16][C:15]=1[OH:21].C([O-])([O-])=O.[K+].[K+]. No catalyst specified. The product is [Br:1][C:2]1[CH:7]=[C:6]([N+:8]([O-:10])=[O:9])[C:5]([CH3:11])=[CH:4][C:3]=1[O:21][C:15]1[CH:16]=[CH:17][C:18]([F:20])=[CH:19][C:14]=1[F:13]. The yield is 0.950. (3) The reactants are [CH3:1][C:2]1[CH:3]=[CH:4][CH:5]=[C:6]2[C:11]=1[NH:10][CH2:9][CH2:8][CH2:7]2.[Cl:12][CH2:13][C:14](Cl)=[O:15].C(N(CC)CC)C. The catalyst is C(Cl)Cl. The product is [Cl:12][CH2:13][C:14]([N:10]1[C:11]2[C:6](=[CH:5][CH:4]=[CH:3][C:2]=2[CH3:1])[CH2:7][CH2:8][CH2:9]1)=[O:15]. The yield is 0.970. (4) The reactants are [F:1][C:2]1[CH:7]=[CH:6][CH:5]=[CH:4][C:3]=1[CH:8]1[O:12]C(=O)[NH:10][CH:9]1[CH2:14][C:15]1[CH:20]=[CH:19][C:18]([C:21]([F:24])([F:23])[F:22])=[CH:17][CH:16]=1.[OH-].[Na+]. The catalyst is C(O)C. The product is [NH2:10][CH:9]([CH2:14][C:15]1[CH:20]=[CH:19][C:18]([C:21]([F:24])([F:22])[F:23])=[CH:17][CH:16]=1)[CH:8]([C:3]1[CH:4]=[CH:5][CH:6]=[CH:7][C:2]=1[F:1])[OH:12]. The yield is 0.960. (5) The reactants are Br[C:2]1[C:3]2[N:4]([C:9](=[O:24])[N:10]([CH2:12][C:13]3[C:14]([CH3:23])=[N:15][C:16]([C:19]([F:22])([F:21])[F:20])=[CH:17][CH:18]=3)[N:11]=2)[CH:5]=[CH:6][C:7]=1[Cl:8].CC1(C)C(C)(C)OB([C:33]2[CH:38]=[CH:37][N:36]=[CH:35][CH:34]=2)O1.C(=O)([O-])[O-].[Na+].[Na+]. The catalyst is C1(C)C=CC=CC=1.O.C1C=CC([P]([Pd]([P](C2C=CC=CC=2)(C2C=CC=CC=2)C2C=CC=CC=2)([P](C2C=CC=CC=2)(C2C=CC=CC=2)C2C=CC=CC=2)[P](C2C=CC=CC=2)(C2C=CC=CC=2)C2C=CC=CC=2)(C2C=CC=CC=2)C2C=CC=CC=2)=CC=1. The product is [Cl:8][C:7]1[CH:6]=[CH:5][N:4]2[C:9](=[O:24])[N:10]([CH2:12][C:13]3[C:14]([CH3:23])=[N:15][C:16]([C:19]([F:22])([F:21])[F:20])=[CH:17][CH:18]=3)[N:11]=[C:3]2[C:2]=1[C:33]1[CH:38]=[CH:37][N:36]=[CH:35][CH:34]=1. The yield is 0.620. (6) The reactants are [Cl:1][C:2]1[CH:3]=[CH:4][C:5]2[N:6]([C:8]([C:11]([O:13]CC)=O)=[N:9][N:10]=2)[CH:7]=1.Cl.Cl.[F:18][C:19]([F:33])([F:32])[C:20]1[CH:25]=[CH:24][CH:23]=[CH:22][C:21]=1[CH:26]1[CH2:31][CH2:30][NH:29][CH2:28][CH2:27]1.F[P-](F)(F)(F)(F)F.N1(O[P+](N(C)C)(N(C)C)N(C)C)C2C=CC=CC=2N=N1.CCN(C(C)C)C(C)C. The catalyst is C1COCC1.O.CN(C=O)C. The product is [Cl:1][C:2]1[CH:3]=[CH:4][C:5]2[N:6]([C:8]([C:11]([N:29]3[CH2:30][CH2:31][CH:26]([C:21]4[CH:22]=[CH:23][CH:24]=[CH:25][C:20]=4[C:19]([F:18])([F:32])[F:33])[CH2:27][CH2:28]3)=[O:13])=[N:9][N:10]=2)[CH:7]=1. The yield is 0.340. (7) The reactants are [Cl:1][C:2]1[C:7]2[N:8]=[C:9]([NH:11][NH2:12])[S:10][C:6]=2[CH:5]=[CH:4][CH:3]=1.[C:13]([CH2:21][C:22](OCC)=[O:23])(=O)[C:14]1[CH:19]=[CH:18][CH:17]=[CH:16][CH:15]=1. The catalyst is C(O)C. The product is [Cl:1][C:2]1[C:7]2[N:8]=[C:9]([N:11]3[C:22](=[O:23])[CH:21]=[C:13]([C:14]4[CH:19]=[CH:18][CH:17]=[CH:16][CH:15]=4)[NH:12]3)[S:10][C:6]=2[CH:5]=[CH:4][CH:3]=1. The yield is 0.870. (8) The reactants are [NH2:1][C:2]1[CH:10]=[C:9]([F:11])[CH:8]=[CH:7][C:3]=1[C:4]([OH:6])=O.N1[CH:16]=[CH:15]N=C1.C(Cl)(=O)C.Cl.[NH2:22][CH:23]1[CH2:28][CH2:27][C:26](=[O:29])[NH:25][C:24]1=[O:30].P(OC1C=CC=CC=1)(OC1C=CC=CC=1)OC1C=CC=CC=1. The catalyst is C(#N)C.O. The product is [F:11][C:9]1[CH:10]=[C:2]2[C:3]([C:4](=[O:6])[N:22]([CH:23]3[CH2:28][CH2:27][C:26](=[O:29])[NH:25][C:24]3=[O:30])[C:15]([CH3:16])=[N:1]2)=[CH:7][CH:8]=1. The yield is 0.520. (9) The reactants are [CH2:1]([N:8]1[C:20]2[CH:19]=[C:18]([C:21]3[C:22]([CH3:27])=[N:23][O:24][C:25]=3[CH3:26])[CH:17]=[C:16]([C:28]([OH:30])=O)[C:15]=2[C:14]2[C:9]1=[CH:10][CH:11]=[C:12]([S:31]([CH3:34])(=[O:33])=[O:32])[CH:13]=2)[C:2]1[CH:7]=[CH:6][CH:5]=[CH:4][CH:3]=1.C1C=CC2N(O)N=[N:41]C=2C=1.C(Cl)CCl.N.CC(O)C. The catalyst is C1COCC1.O. The product is [CH2:1]([N:8]1[C:20]2[CH:19]=[C:18]([C:21]3[C:22]([CH3:27])=[N:23][O:24][C:25]=3[CH3:26])[CH:17]=[C:16]([C:28]([NH2:41])=[O:30])[C:15]=2[C:14]2[C:9]1=[CH:10][CH:11]=[C:12]([S:31]([CH3:34])(=[O:32])=[O:33])[CH:13]=2)[C:2]1[CH:7]=[CH:6][CH:5]=[CH:4][CH:3]=1. The yield is 0.450. (10) The product is [NH2:7][C@@H:8]([CH2:30][CH:31]([CH3:33])[CH3:32])[CH2:9][O:10][C:11]1[CH:12]=[CH:13][C:14]2[C:24]3[C:19](=[C:20]([NH:25][C:26](=[O:28])[CH3:27])[N:21]=[CH:22][CH:23]=3)[CH:18]([CH3:29])[O:17][C:15]=2[CH:16]=1. The yield is 0.580. The catalyst is ClCCl. The reactants are C(OC(=O)[NH:7][C@@H:8]([CH2:30][CH:31]([CH3:33])[CH3:32])[CH2:9][O:10][C:11]1[CH:12]=[CH:13][C:14]2[C:24]3[C:19](=[C:20]([NH:25][C:26](=[O:28])[CH3:27])[N:21]=[CH:22][CH:23]=3)[CH:18]([CH3:29])[O:17][C:15]=2[CH:16]=1)(C)(C)C.C(O)(C(F)(F)F)=O.